From a dataset of Catalyst prediction with 721,799 reactions and 888 catalyst types from USPTO. Predict which catalyst facilitates the given reaction. Reactant: [CH:1]1([C:7]2[C:8]3[CH:31]=[CH:30][C:29]([C:32]([O:34][CH3:35])=[O:33])=[CH:28][C:9]=3[N:10]3[C:16]=2[C:15]2[CH:17]=[CH:18][C:19]([O:21][CH:22]4[CH2:27][CH2:26][CH2:25][NH:24][CH2:23]4)=[CH:20][C:14]=2[O:13][CH2:12][CH2:11]3)[CH2:6][CH2:5][CH2:4][CH2:3][CH2:2]1.[CH3:36][S:37](Cl)(=[O:39])=[O:38].C1(C)C=CC=CC=1. Product: [CH:1]1([C:7]2[C:8]3[CH:31]=[CH:30][C:29]([C:32]([O:34][CH3:35])=[O:33])=[CH:28][C:9]=3[N:10]3[C:16]=2[C:15]2[CH:17]=[CH:18][C:19]([O:21][CH:22]4[CH2:27][CH2:26][CH2:25][N:24]([S:37]([CH3:36])(=[O:39])=[O:38])[CH2:23]4)=[CH:20][C:14]=2[O:13][CH2:12][CH2:11]3)[CH2:2][CH2:3][CH2:4][CH2:5][CH2:6]1. The catalyst class is: 17.